From a dataset of SARS-CoV-2 main protease (3CLPro) crystallographic fragment screen with 879 compounds. Binary Classification. Given a drug SMILES string, predict its activity (active/inactive) in a high-throughput screening assay against a specified biological target. (1) The molecule is CC(=O)N1C[C@@H](C(=O)OC(C)(C)C)C[C@@H]1C. The result is 0 (inactive). (2) The drug is COC(=O)[C@@H]1C[C@H](C)CN1C(C)=O. The result is 0 (inactive). (3) The molecule is O=C(NCCc1ccncc1)NC1CCCCC1. The result is 1 (active).